Dataset: Catalyst prediction with 721,799 reactions and 888 catalyst types from USPTO. Task: Predict which catalyst facilitates the given reaction. (1) Reactant: C(OC([NH:11][C@@H:12]([CH2:20][NH:21][C:22]([O:24][C:25]([CH3:28])([CH3:27])[CH3:26])=[O:23])[C:13]([O:15][C:16]([CH3:19])([CH3:18])[CH3:17])=[O:14])=O)C1C=CC=CC=1.CO.[ClH:31]. Product: [ClH:31].[NH2:11][C@@H:12]([CH2:20][NH:21][C:22]([O:24][C:25]([CH3:28])([CH3:27])[CH3:26])=[O:23])[C:13]([O:15][C:16]([CH3:18])([CH3:19])[CH3:17])=[O:14]. The catalyst class is: 45. (2) Reactant: [CH3:1][O:2][C:3]1[CH:19]=[CH:18][C:17]([O:20][CH3:21])=[CH:16][C:4]=1[CH:5]=[C:6]1[C:14]2[C:9](=[CH:10][CH:11]=[CH:12][CH:13]=2)[NH:8][C:7]1=[O:15].[H-].[Na+].[C:24](OC(=O)C)(=[O:26])[CH3:25]. Product: [C:24]([N:8]1[C:9]2[C:14](=[CH:13][CH:12]=[CH:11][CH:10]=2)[C:6](=[CH:5][C:4]2[CH:16]=[C:17]([O:20][CH3:21])[CH:18]=[CH:19][C:3]=2[O:2][CH3:1])[C:7]1=[O:15])(=[O:26])[CH3:25]. The catalyst class is: 3. (3) Reactant: [Cl:1][CH2:2][C:3]([NH:5][C:6]1[CH:7]=[N:8][CH:9]=[C:10]([F:12])[CH:11]=1)=[O:4].[N:13]12[CH2:20][CH2:19][CH:16]([CH2:17][CH2:18]1)[C@@H:15]([O:21][C:22]([C:24]1([C:31]3[CH:36]=[CH:35][CH:34]=[CH:33][CH:32]=3)[CH2:30][CH2:29][CH2:28][CH2:27][CH2:26][CH2:25]1)=[O:23])[CH2:14]2. Product: [Cl-:1].[F:12][C:10]1[CH:11]=[C:6]([NH:5][C:3]([CH2:2][N+:13]23[CH2:20][CH2:19][CH:16]([CH2:17][CH2:18]2)[C@@H:15]([O:21][C:22]([C:24]2([C:31]4[CH:32]=[CH:33][CH:34]=[CH:35][CH:36]=4)[CH2:30][CH2:29][CH2:28][CH2:27][CH2:26][CH2:25]2)=[O:23])[CH2:14]3)=[O:4])[CH:7]=[N:8][CH:9]=1. The catalyst class is: 10. (4) Reactant: [CH2:1]([Li])[CH2:2][CH2:3]C.C(N[CH:10]([CH3:12])[CH3:11])(C)C.[F:13][C@@:14]1([C:21]([O:23][CH2:24][CH3:25])=[O:22])[C@@H:19]2[C@H:15]1[CH2:16][CH2:17][C:18]2=O.C1C=CC(N(S(C(F)(F)F)(=O)=O)S(C(F)(F)F)(=O)=[O:34])=CC=1.[O:47]1[CH2:51]CC[CH2:48]1. Product: [CH2:24]([O:23][C:21]([C@:14]1([F:13])[C@@H:19]2[C@H:15]1[CH2:16][CH:17]=[C:18]2[C:48]([O:47][CH2:51][C:11]1[CH:10]=[CH:12][CH:3]=[CH:2][CH:1]=1)=[O:34])=[O:22])[CH3:25]. The catalyst class is: 81. (5) Reactant: [H-].[Na+].[NH2:3][C:4]1[CH:5]=[C:6]2[C:11](=[CH:12][CH:13]=1)[C:10]([OH:14])=[CH:9][CH:8]=[CH:7]2.S(OC)(O[CH3:19])(=O)=O. Product: [CH3:19][O:14][C:10]1[CH:9]=[CH:8][CH:7]=[C:6]2[C:11]=1[CH:12]=[CH:13][C:4]([NH2:3])=[CH:5]2. The catalyst class is: 18. (6) Reactant: S(=O)(=O)(O)O.[OH:6][C:7]1[CH:15]=[CH:14][CH:13]=[C:12]([O:16][CH3:17])[C:8]=1[C:9]([OH:11])=[O:10].[C:18](O)([CH3:21])([CH3:20])[CH3:19]. Product: [C:18]([C:15]1[C:7]([OH:6])=[C:8]([C:12]([O:16][CH3:17])=[CH:13][CH:14]=1)[C:9]([OH:11])=[O:10])([CH3:21])([CH3:20])[CH3:19]. The catalyst class is: 15. (7) Reactant: C([O-])=O.[Na+].[NH2:5][C@H](C(O)=O)C.[F:11][C:12]1[CH:13]=[C:14]([C@H:19]([CH:24]([C:29]([O:31][CH3:32])=[O:30])[C:25](OC)=[O:26])[CH2:20][C:21](=O)[CH3:22])[CH:15]=[CH:16][C:17]=1[F:18].CC1C(O)=C(C=O)C(COP(O)(O)=O)=CN=1.C1C=[N+]([C@@H]2O[C@H](COP(OP(OC[C@H]3O[C@@H](N4C5N=CN=C(N)C=5N=C4)[C@H](O)[C@@H]3O)(O)=O)([O-])=O)[C@@H](O)[C@H]2O)C=C(C(N)=O)C=1.C([O-])(=O)C(C)O.C([O-])=O.[OH-].[Na+]. Product: [F:11][C:12]1[CH:13]=[C:14]([C@H:19]2[CH2:20][C@H:21]([CH3:22])[NH:5][C:25](=[O:26])[C@@H:24]2[C:29]([O:31][CH3:32])=[O:30])[CH:15]=[CH:16][C:17]=1[F:18]. The catalyst class is: 16. (8) Reactant: [C:1]([O:5][C:6]([NH:8][CH2:9][C:10]1[CH:18]=[CH:17][C:13]([C:14]([OH:16])=O)=[C:12]([Cl:19])[CH:11]=1)=[O:7])([CH3:4])([CH3:3])[CH3:2].CN(C=O)C.CCN=C=NCCCN(C)C.[Cl:36][C:37]1[C:38]2[N:39]([CH:47]=[C:48]([C:50]([NH:52][NH2:53])=[O:51])[N:49]=2)[CH:40]=[C:41]([C:43]([F:46])([F:45])[F:44])[CH:42]=1. Product: [Cl:19][C:12]1[CH:11]=[C:10]([CH:18]=[CH:17][C:13]=1[C:14]([NH:53][NH:52][C:50]([C:48]1[N:49]=[C:38]2[C:37]([Cl:36])=[CH:42][C:41]([C:43]([F:46])([F:45])[F:44])=[CH:40][N:39]2[CH:47]=1)=[O:51])=[O:16])[CH2:9][NH:8][C:6](=[O:7])[O:5][C:1]([CH3:2])([CH3:3])[CH3:4]. The catalyst class is: 6.